Task: Binary Classification. Given a T-cell receptor sequence (or CDR3 region) and an epitope sequence, predict whether binding occurs between them.. Dataset: TCR-epitope binding with 47,182 pairs between 192 epitopes and 23,139 TCRs (1) The epitope is VLWAHGFEL. The TCR CDR3 sequence is CASGTTGAGEMNTEAFF. Result: 0 (the TCR does not bind to the epitope). (2) The epitope is TPRVTGGGAM. The TCR CDR3 sequence is CASTTAADTQYF. Result: 0 (the TCR does not bind to the epitope). (3) The epitope is YEGNSPFHPL. The TCR CDR3 sequence is CASSHLDSGLAVDTEAFF. Result: 0 (the TCR does not bind to the epitope). (4) The epitope is HTTDPSFLGRY. The TCR CDR3 sequence is CASSYSGVNTEAFF. Result: 1 (the TCR binds to the epitope). (5) The epitope is NLNESLIDL. The TCR CDR3 sequence is CASCSSGSEQYF. Result: 0 (the TCR does not bind to the epitope). (6) The epitope is PKYVKQNTLKLAT. The TCR CDR3 sequence is CASTSGGTYNEQFF. Result: 1 (the TCR binds to the epitope). (7) Result: 1 (the TCR binds to the epitope). The TCR CDR3 sequence is CASSLAQLRTRSYNEQFF. The epitope is KLPDDFTGCV.